From a dataset of Full USPTO retrosynthesis dataset with 1.9M reactions from patents (1976-2016). Predict the reactants needed to synthesize the given product. (1) Given the product [CH2:13]([O:20][CH2:21][CH:22]([OH:23])[CH2:24][NH:6][CH2:5][C:4]1[CH:7]=[CH:8][C:9]([O:11][CH3:12])=[CH:10][C:3]=1[O:2][CH3:1])[C:14]1[CH:19]=[CH:18][CH:17]=[CH:16][CH:15]=1, predict the reactants needed to synthesize it. The reactants are: [CH3:1][O:2][C:3]1[CH:10]=[C:9]([O:11][CH3:12])[CH:8]=[CH:7][C:4]=1[CH2:5][NH2:6].[CH2:13]([O:20][CH2:21][CH:22]1[CH2:24][O:23]1)[C:14]1[CH:19]=[CH:18][CH:17]=[CH:16][CH:15]=1. (2) Given the product [Cl:17][C:18]1[CH:43]=[CH:42][CH:41]=[CH:40][C:19]=1[CH:20]=[CH:14][C:10]1[N:9]([CH2:8][CH2:7][O:6][CH2:5][CH2:4][O:3][CH2:1][CH3:2])[CH:13]=[CH:12][CH:11]=1, predict the reactants needed to synthesize it. The reactants are: [CH2:1]([O:3][CH2:4][CH2:5][O:6][CH2:7][CH2:8][N:9]1[CH:13]=[CH:12][CH:11]=[C:10]1[CH:14]=O)[CH3:2].[Cl-].[Cl:17][C:18]1[CH:43]=[CH:42][CH:41]=[CH:40][C:19]=1[CH2:20][P+](C1C=CC=CC=1)(C1C=CC=CC=1)C1C=CC=CC=1.[Li+].CC([N-]C(C)C)C. (3) The reactants are: C(Cl)(=O)C(Cl)=O.[NH:7]1[CH:11]=[CH:10][C:9]([C:12]([OH:14])=O)=[CH:8]1.[NH:15]1[CH2:18][CH2:17][CH2:16]1. Given the product [N:15]1([C:12]([C:9]2[CH:10]=[CH:11][NH:7][CH:8]=2)=[O:14])[CH2:18][CH2:17][CH2:16]1, predict the reactants needed to synthesize it. (4) Given the product [F:1][C:2]([F:7])([F:6])[C:3]([OH:5])=[O:4].[F:8][C:9]([F:14])([F:13])[C:10]([OH:12])=[O:11].[Cl:22][C:23]1[CH:24]=[N:25][C:26]2[NH:27][C:28]3[CH:29]=[N:30][CH:31]=[C:32]([CH:54]=3)[CH2:33][CH2:34][C:35]3[CH:43]=[C:39]([NH:40][C:41]=1[N:42]=2)[CH:38]=[CH:37][C:36]=3[NH:44][C:45](=[O:53])[CH2:46][CH:47]1[CH2:52][CH2:51][N:50]([C:57]([N:56]([CH3:60])[CH3:55])=[O:58])[CH2:49][CH2:48]1, predict the reactants needed to synthesize it. The reactants are: [F:1][C:2]([F:7])([F:6])[C:3]([OH:5])=[O:4].[F:8][C:9]([F:14])([F:13])[C:10]([OH:12])=[O:11].FC(F)(F)C(O)=O.[Cl:22][C:23]1[CH:24]=[N:25][C:26]2[NH:27][C:28]3[CH:29]=[N:30][CH:31]=[C:32]([CH:54]=3)[CH2:33][CH2:34][C:35]3[CH:43]=[C:39]([NH:40][C:41]=1[N:42]=2)[CH:38]=[CH:37][C:36]=3[NH:44][C:45](=[O:53])[CH2:46][CH:47]1[CH2:52][CH2:51][NH:50][CH2:49][CH2:48]1.[CH3:55][N:56]([CH3:60])[C:57](Cl)=[O:58]. (5) The reactants are: [Li]CCCC.[B:6](OC(C)C)([O:11]C(C)C)[O:7]C(C)C.[Br:19][C:20]1[CH:25]=[CH:24][CH:23]=[C:22]([F:26])[C:21]=1[O:27][CH3:28].CC(O)=O. Given the product [Br:19][C:20]1[CH:25]=[CH:24][C:23]([B:6]([OH:11])[OH:7])=[C:22]([F:26])[C:21]=1[O:27][CH3:28], predict the reactants needed to synthesize it.